This data is from Catalyst prediction with 721,799 reactions and 888 catalyst types from USPTO. The task is: Predict which catalyst facilitates the given reaction. (1) Reactant: [OH:1][C:2]1[CH:11]=[C:10]2[C:5]([C:6]([C:12](=[O:14])[CH3:13])=[CH:7][CH:8]=[N:9]2)=[CH:4][C:3]=1[O:15][CH3:16].C([O-])([O-])=O.[K+].[K+].Br[CH2:24][CH2:25][CH2:26][Cl:27]. Product: [Cl:27][CH2:26][CH2:25][CH2:24][O:1][C:2]1[CH:11]=[C:10]2[C:5]([C:6]([C:12](=[O:14])[CH3:13])=[CH:7][CH:8]=[N:9]2)=[CH:4][C:3]=1[O:15][CH3:16]. The catalyst class is: 163. (2) The catalyst class is: 1. Product: [NH2:37][C:2]([C:28]1[CH:32]=[CH:31][O:30][CH:29]=1)([C:22]1[N:26]([CH3:27])[CH:25]=[N:24][CH:23]=1)[C:3]1[CH:4]=[C:5]2[C:10](=[CH:11][CH:12]=1)[N:9]([CH3:13])[C:8](=[O:14])[CH:7]=[C:6]2[C:15]1[CH:20]=[CH:19][CH:18]=[C:17]([Cl:21])[CH:16]=1. Reactant: Cl[C:2]([C:28]1[CH:32]=[CH:31][O:30][CH:29]=1)([C:22]1[N:26]([CH3:27])[CH:25]=[N:24][CH:23]=1)[C:3]1[CH:4]=[C:5]2[C:10](=[CH:11][CH:12]=1)[N:9]([CH3:13])[C:8](=[O:14])[CH:7]=[C:6]2[C:15]1[CH:20]=[CH:19][CH:18]=[C:17]([Cl:21])[CH:16]=1.CC(O)C.[NH3:37].